Task: Predict the product of the given reaction.. Dataset: Forward reaction prediction with 1.9M reactions from USPTO patents (1976-2016) (1) The product is: [CH2:13]([N:3]([CH2:1][CH3:2])[C:4](=[O:12])[C:5]1[C:10]([Si:16]([CH2:21][CH3:22])([CH2:19][CH3:20])[CH2:17][CH3:18])=[CH:9][CH:8]=[CH:7][C:6]=1[Cl:11])[CH3:14]. Given the reactants [CH2:1]([N:3]([CH2:13][CH3:14])[C:4](=[O:12])[C:5]1[CH:10]=[CH:9][CH:8]=[CH:7][C:6]=1[Cl:11])[CH3:2].Cl[Si:16]([CH2:21][CH3:22])([CH2:19][CH3:20])[CH2:17][CH3:18], predict the reaction product. (2) Given the reactants [Cl:1][C:2]1[CH:7]=[CH:6][CH:5]=[CH:4][C:3]=1[CH:8]([N:13]1[CH:17]=[C:16]([CH2:18][N:19]2[C:23](=[O:24])[N:22]([CH2:25][C@H:26]([OH:31])[C:27]([F:30])([F:29])[F:28])[C:21]([C:32]3[CH:37]=[CH:36][C:35]([Cl:38])=[CH:34][CH:33]=3)=[N:20]2)[N:15]=[N:14]1)[C:9](OC)=[O:10].[H-].[Al+3].[Li+].[H-].[H-].[H-].C(C(C(C([O-])=O)O)O)([O-])=O.[K+].[Na+], predict the reaction product. The product is: [Cl:38][C:35]1[CH:34]=[CH:33][C:32]([C:21]2[N:22]([CH2:25][C@H:26]([OH:31])[C:27]([F:28])([F:29])[F:30])[C:23](=[O:24])[N:19]([CH2:18][C:16]3[N:15]=[N:14][N:13]([CH:8]([C:3]4[CH:4]=[CH:5][CH:6]=[CH:7][C:2]=4[Cl:1])[CH2:9][OH:10])[CH:17]=3)[N:20]=2)=[CH:37][CH:36]=1. (3) The product is: [CH2:9]([O:8][C:6](=[O:7])[CH2:5][C:17]([CH:12]1[CH2:16][CH2:15][CH2:14][CH2:13]1)=[O:19])[CH3:10]. Given the reactants [Na].C(O[C:5](=O)[C:6]([O:8][CH2:9][CH3:10])=[O:7])C.[CH:12]1([C:17](=[O:19])C)[CH2:16][CH2:15][CH2:14][CH2:13]1, predict the reaction product. (4) Given the reactants C(O[C:6](=O)[N:7]([C@@H:9]([CH3:44])[C:10]([NH:12][C@@H:13]([CH:38]1[CH2:43][CH2:42][O:41][CH2:40][CH2:39]1)[C:14]([N:16]1[C@H:21]([C:22](=[O:34])[NH:23][C@H:24]2[C:33]3[C:28](=[CH:29][CH:30]=[CH:31][CH:32]=3)[O:27][CH2:26][CH2:25]2)[CH2:20][N:19]2[CH2:35][CH2:36][CH2:37][C@@H:18]2[CH2:17]1)=[O:15])=[O:11])C)(C)(C)C.C(OCC)(=O)C.[ClH:52], predict the reaction product. The product is: [ClH:52].[ClH:52].[O:27]1[C:28]2[C:33](=[CH:32][CH:31]=[CH:30][CH:29]=2)[C@H:24]([NH:23][C:22]([C@@H:21]2[CH2:20][N:19]3[CH2:35][CH2:36][CH2:37][C@@H:18]3[CH2:17][N:16]2[C:14](=[O:15])[C@@H:13]([NH:12][C:10](=[O:11])[C@H:9]([CH3:44])[NH:7][CH3:6])[CH:38]2[CH2:43][CH2:42][O:41][CH2:40][CH2:39]2)=[O:34])[CH2:25][CH2:26]1. (5) Given the reactants [CH2:1]([O:4][C:5]1[CH:9]=[C:8]([CH2:10][CH2:11][C:12]([O:14][CH2:15][CH3:16])=[O:13])[NH:7][N:6]=1)[CH2:2][CH3:3].[Cl:17][C:18]1[CH:25]=[C:24]([Cl:26])[CH:23]=[CH:22][C:19]=1[CH2:20]Cl.C(=O)([O-])[O-].[K+].[K+].O, predict the reaction product. The product is: [Cl:17][C:18]1[CH:25]=[C:24]([Cl:26])[CH:23]=[CH:22][C:19]=1[CH2:20][N:7]1[C:8]([CH2:10][CH2:11][C:12]([O:14][CH2:15][CH3:16])=[O:13])=[CH:9][C:5]([O:4][CH2:1][CH2:2][CH3:3])=[N:6]1. (6) Given the reactants [N:1]1[C:14]2[CH:13]=[CH:12][C:11]3[C:6](=[CH:7][CH:8]=[CH:9][CH:10]=3)[C:5]=2[CH:4]=[CH:3][CH:2]=1.[O:15]=I(OI(=O)=O)=O.[OH2:22], predict the reaction product. The product is: [N:1]1[C:14]2[C:5](=[C:6]3[C:11](=[CH:12][CH:13]=2)[CH:10]=[CH:9][C:8](=[O:22])[C:7]3=[O:15])[CH:4]=[CH:3][CH:2]=1. (7) The product is: [F:29][C:17]1[CH:16]=[CH:15][C:14]([NH:13][C:9]([C:6]2[CH:5]=[CH:4][C:3]([C:1]#[N:2])=[CH:8][N:7]=2)=[O:11])=[CH:19][C:18]=1[C@@:20]1([CH3:28])[NH:26][C:25](=[O:27])[CH2:24][CH2:23][O:22][CH2:21]1. Given the reactants [C:1]([C:3]1[CH:4]=[CH:5][C:6]([C:9]([OH:11])=O)=[N:7][CH:8]=1)#[N:2].Cl.[NH2:13][C:14]1[CH:15]=[CH:16][C:17]([F:29])=[C:18]([C@@:20]2([CH3:28])[NH:26][C:25](=[O:27])[CH2:24][CH2:23][O:22][CH2:21]2)[CH:19]=1, predict the reaction product.